The task is: Regression. Given a peptide amino acid sequence and an MHC pseudo amino acid sequence, predict their binding affinity value. This is MHC class I binding data.. This data is from Peptide-MHC class I binding affinity with 185,985 pairs from IEDB/IMGT. (1) The peptide sequence is SISPIDWSV. The MHC is HLA-A02:01 with pseudo-sequence HLA-A02:01. The binding affinity (normalized) is 0.892. (2) The peptide sequence is VSVSDFRDY. The MHC is HLA-A31:01 with pseudo-sequence HLA-A31:01. The binding affinity (normalized) is 0. (3) The binding affinity (normalized) is 0.955. The MHC is Patr-A0901 with pseudo-sequence Patr-A0901. The peptide sequence is AYINSEATTPV. (4) The peptide sequence is DTVLFNAGL. The MHC is HLA-A02:01 with pseudo-sequence HLA-A02:01. The binding affinity (normalized) is 0.0847. (5) The peptide sequence is HKELAITAL. The MHC is HLA-B51:01 with pseudo-sequence HLA-B51:01. The binding affinity (normalized) is 0.0847. (6) The peptide sequence is LERIKANIF. The MHC is HLA-A69:01 with pseudo-sequence HLA-A69:01. The binding affinity (normalized) is 0.0847. (7) The peptide sequence is RPPRRGDKF. The MHC is HLA-B40:01 with pseudo-sequence HLA-B40:01. The binding affinity (normalized) is 0.0847. (8) The peptide sequence is MPWLDNIVE. The MHC is HLA-A02:19 with pseudo-sequence HLA-A02:19. The binding affinity (normalized) is 0.0847. (9) The peptide sequence is WQFGPSTYY. The MHC is HLA-B08:01 with pseudo-sequence HLA-B08:01. The binding affinity (normalized) is 0.0847.